This data is from NCI-60 drug combinations with 297,098 pairs across 59 cell lines. The task is: Regression. Given two drug SMILES strings and cell line genomic features, predict the synergy score measuring deviation from expected non-interaction effect. Drug 1: C1CC(=O)NC(=O)C1N2CC3=C(C2=O)C=CC=C3N. Drug 2: C1=CC(=CC=C1CCC2=CNC3=C2C(=O)NC(=N3)N)C(=O)NC(CCC(=O)O)C(=O)O. Cell line: NCI-H226. Synergy scores: CSS=5.24, Synergy_ZIP=0.850, Synergy_Bliss=-4.49, Synergy_Loewe=-5.28, Synergy_HSA=-1.91.